From a dataset of Full USPTO retrosynthesis dataset with 1.9M reactions from patents (1976-2016). Predict the reactants needed to synthesize the given product. Given the product [OH:34][C:13]1[CH:12]=[C:11]2[C:16]([C@H:17]([C:18]3[CH:23]=[CH:22][C:21]([O:24][CH2:25][CH2:26][CH2:27][N:28]4[CH2:29][CH2:30][CH2:31][CH2:32][CH2:33]4)=[CH:20][CH:19]=3)[C@H:8]([C:5]3[CH:4]=[CH:3][C:2]([F:1])=[CH:7][CH:6]=3)[CH2:9][O:10]2)=[CH:15][CH:14]=1, predict the reactants needed to synthesize it. The reactants are: [F:1][C:2]1[CH:7]=[CH:6][C:5]([C@H:8]2[C@@H:17]([C:18]3[CH:23]=[CH:22][C:21]([O:24][CH2:25][CH2:26][CH2:27][N:28]4[CH2:33][CH2:32][CH2:31][CH2:30][CH2:29]4)=[CH:20][CH:19]=3)[C:16]3[C:11](=[CH:12][C:13]([O:34]C)=[CH:14][CH:15]=3)[O:10][CH2:9]2)=[CH:4][CH:3]=1.Cl.N1C=CC=CC=1.